Task: Binary Classification. Given a T-cell receptor sequence (or CDR3 region) and an epitope sequence, predict whether binding occurs between them.. Dataset: TCR-epitope binding with 47,182 pairs between 192 epitopes and 23,139 TCRs The epitope is LLWNGPMAV. The TCR CDR3 sequence is CATSGGTSYEQFF. Result: 1 (the TCR binds to the epitope).